Regression/Classification. Given a drug SMILES string, predict its absorption, distribution, metabolism, or excretion properties. Task type varies by dataset: regression for continuous measurements (e.g., permeability, clearance, half-life) or binary classification for categorical outcomes (e.g., BBB penetration, CYP inhibition). Dataset: cyp1a2_veith. From a dataset of CYP1A2 inhibition data for predicting drug metabolism from PubChem BioAssay. (1) The molecule is CCN(CC)CCOC(=O)c1c(C)n(C)c2ccc(OC)cc12.Cl. The result is 1 (inhibitor). (2) The compound is Cc1c(Cl)c([N+](=O)[O-])nn1Cc1ccc(C(=O)N/N=C\c2cccc(Br)c2)o1. The result is 1 (inhibitor). (3) The drug is O=C(N[C@@H](CO)[C@@H](O)c1ccc([N+](=O)[O-])cc1)C(Cl)Cl. The result is 0 (non-inhibitor). (4) The molecule is COC(=O)[C@@]1(Cc2ccc(OC)cc2)[C@H]2c3cc(C(=O)N4CCCC4)n(CCc4c[nH]c5ccc(O)cc45)c3C[C@H]2CN1C(=O)c1ccccc1. The result is 0 (non-inhibitor). (5) The drug is Cc1cc(S(=O)(=O)NCCN(C)C)c(C)s1.Cl. The result is 0 (non-inhibitor). (6) The compound is CC(=O)NCCn1c(SCc2ccc(C)cc2)nc2ccccc2c1=O. The result is 1 (inhibitor). (7) The compound is COc1ccc(CNc2ncncc2-c2ccc3c(c2)OCO3)c(OC)c1. The result is 1 (inhibitor). (8) The molecule is Cc1n[nH]c(=S)n1/N=C/c1ccc(Br)o1. The result is 1 (inhibitor). (9) The drug is CCCCCCCCCOc1ccc2[nH]cc(CCN)c2c1. The result is 1 (inhibitor).